Dataset: Forward reaction prediction with 1.9M reactions from USPTO patents (1976-2016). Task: Predict the product of the given reaction. Given the reactants C([O:9][CH2:10][CH2:11][O:12][CH2:13][CH2:14][N:15]1[C:23]2[C:22](Cl)=[N:21][CH:20]=[N:19][C:18]=2[CH:17]=[CH:16]1)(=O)C1C=CC=CC=1.[Cl:25][C:26]1[CH:27]=[C:28]([CH:30]=[CH:31][C:32]=1[O:33][C:34]1[CH:39]=[CH:38][CH:37]=[C:36]([S:40]([CH3:43])(=[O:42])=[O:41])[CH:35]=1)[NH2:29].[OH-].[Na+], predict the reaction product. The product is: [Cl:25][C:26]1[CH:27]=[C:28]([NH:29][C:22]2[C:23]3[N:15]([CH2:14][CH2:13][O:12][CH2:11][CH2:10][OH:9])[CH:16]=[CH:17][C:18]=3[N:19]=[CH:20][N:21]=2)[CH:30]=[CH:31][C:32]=1[O:33][C:34]1[CH:39]=[CH:38][CH:37]=[C:36]([S:40]([CH3:43])(=[O:41])=[O:42])[CH:35]=1.